From a dataset of Forward reaction prediction with 1.9M reactions from USPTO patents (1976-2016). Predict the product of the given reaction. (1) Given the reactants [Li+].CCC[CH2-].Br[C:7]1[CH:12]=[CH:11][N:10]=[CH:9][CH:8]=1.[CH2:13]([B:15]([CH2:18][CH3:19])OC)[CH3:14].C(OCC)(=O)C, predict the reaction product. The product is: [CH2:13]([B:15]([CH2:18][CH3:19])[C:7]1[CH:12]=[CH:11][N:10]=[CH:9][CH:8]=1)[CH3:14]. (2) Given the reactants C([Li])CCC.CCCCCC.[CH:12]1([CH2:15][N:16]([C:24]2[C:25]([CH2:33][CH3:34])=[N:26][N:27]3[CH:32]=[CH:31][CH:30]=[CH:29][C:28]=23)[C:17](=[O:23])[O:18][C:19]([CH3:22])([CH3:21])[CH3:20])[CH2:14][CH2:13]1.[Br:35]C(F)(F)C(F)(F)Br.C(=O)(O)[O-].[Na+], predict the reaction product. The product is: [Br:35][C:32]1[N:27]2[N:26]=[C:25]([CH2:33][CH3:34])[C:24]([N:16]([CH2:15][CH:12]3[CH2:13][CH2:14]3)[C:17](=[O:23])[O:18][C:19]([CH3:22])([CH3:21])[CH3:20])=[C:28]2[CH:29]=[CH:30][CH:31]=1. (3) The product is: [O:22]1[C:18]([C:11]2[C:12]3[O:16][CH2:15][CH2:14][C:13]=3[CH:17]=[C:9]([NH2:8])[CH:10]=2)=[CH:19][N:20]=[CH:21]1. Given the reactants C1(C(C2C=CC=CC=2)=[N:8][C:9]2[CH:10]=[C:11]([C:18]3[O:22][CH:21]=[N:20][CH:19]=3)[C:12]3[O:16][CH2:15][CH2:14][C:13]=3[CH:17]=2)C=CC=CC=1.Cl.NO.C([O-])(=O)C.[Na+], predict the reaction product. (4) The product is: [C:29]1([CH3:28])[CH:30]=[CH:31][C:32]([S:35]([O-:38])(=[O:36])=[O:37])=[CH:33][CH:34]=1.[CH3:1][O:2][C:3]1[CH:4]=[CH:5][C:6]([C:9]([C:11]2[S:27][C:14]3[N:15]([CH2:19][CH2:20][NH+:21]4[CH2:22][CH2:23][O:24][CH2:25][CH2:26]4)[C:16]([CH3:18])=[CH:17][C:13]=3[CH:12]=2)=[O:10])=[CH:7][N:8]=1. Given the reactants [CH3:1][O:2][C:3]1[N:8]=[CH:7][C:6]([C:9]([C:11]2[S:27][C:14]3[N:15]([CH2:19][CH2:20][N:21]4[CH2:26][CH2:25][O:24][CH2:23][CH2:22]4)[C:16]([CH3:18])=[CH:17][C:13]=3[CH:12]=2)=[O:10])=[CH:5][CH:4]=1.[CH3:28][C:29]1[CH:30]=[CH:31][C:32]([S:35]([OH:38])(=[O:37])=[O:36])=[CH:33][CH:34]=1, predict the reaction product.